Dataset: CYP2C19 inhibition data for predicting drug metabolism from PubChem BioAssay. Task: Regression/Classification. Given a drug SMILES string, predict its absorption, distribution, metabolism, or excretion properties. Task type varies by dataset: regression for continuous measurements (e.g., permeability, clearance, half-life) or binary classification for categorical outcomes (e.g., BBB penetration, CYP inhibition). Dataset: cyp2c19_veith. (1) The compound is Cc1oc(-c2ccccc2)cc1C(=O)Nc1ccc(N(C)C)cc1. The result is 1 (inhibitor). (2) The drug is CCCC(=O)Nc1ccc(C(=O)/C=C/c2ccc(SC)cc2)cc1. The result is 1 (inhibitor). (3) The compound is N#CCCn1c(=O)c(CCc2ccccc2)nc2cnc(Oc3ccccc3)nc21. The result is 1 (inhibitor). (4) The compound is CS(=O)(=O)N1CCC2(CC1)CN(c1cccc(-c3ccccc3)c1)C2. The result is 0 (non-inhibitor).